From a dataset of Reaction yield outcomes from USPTO patents with 853,638 reactions. Predict the reaction yield, written as a fraction of the theoretical maximum amount of product (1.0 means a 100% yield; for example, 0.34 means a 34% yield). (1) The reactants are [CH2:1]([NH:5][C:6]1[CH:7]=[CH:8][C:9]2[N:10]([C:12]([C:15]3[CH:31]=[CH:30][C:18]([C:19]([NH:21][CH2:22][CH:23]4[CH2:27][O:26]C(C)(C)[O:24]4)=[O:20])=[CH:17][CH:16]=3)=[CH:13][N:14]=2)[N:11]=1)[CH2:2][CH2:3][CH3:4].CC(O)=O. The catalyst is O. The product is [CH2:1]([NH:5][C:6]1[CH:7]=[CH:8][C:9]2[N:10]([C:12]([C:15]3[CH:31]=[CH:30][C:18]([C:19]([NH:21][CH2:22][CH:23]([OH:24])[CH2:27][OH:26])=[O:20])=[CH:17][CH:16]=3)=[CH:13][N:14]=2)[N:11]=1)[CH2:2][CH2:3][CH3:4]. The yield is 0.790. (2) The reactants are [F:1][C:2]1[CH:3]=[C:4]([C:10]2[C:15]([C:16]3[CH:21]=[CH:20][C:19]([O:22][CH3:23])=[CH:18][CH:17]=3)=[N:14][NH:13][C:12](=[O:24])[CH:11]=2)[CH:5]=[CH:6][C:7]=1[O:8][CH3:9].[CH2:25](I)[CH:26]([CH3:28])[CH3:27]. No catalyst specified. The product is [F:1][C:2]1[CH:3]=[C:4]([C:10]2[C:15]([C:16]3[CH:17]=[CH:18][C:19]([O:22][CH3:23])=[CH:20][CH:21]=3)=[N:14][N:13]([CH2:25][CH:26]([CH3:28])[CH3:27])[C:12](=[O:24])[CH:11]=2)[CH:5]=[CH:6][C:7]=1[O:8][CH3:9]. The yield is 0.751. (3) The reactants are Cl[C:2]1[CH:7]=[C:6]([C:8]2[CH:13]=[C:12]([Cl:14])[CH:11]=[CH:10][C:9]=2[O:15][CH2:16][CH3:17])[N:5]=[C:4]([NH2:18])[N:3]=1.[CH3:19][O:20][C:21]1[CH:26]=[CH:25][C:24]([NH2:27])=[CH:23][CH:22]=1. No catalyst specified. The product is [Cl:14][C:12]1[CH:11]=[CH:10][C:9]([O:15][CH2:16][CH3:17])=[C:8]([C:6]2[N:5]=[C:4]([NH2:18])[N:3]=[C:2]([NH:27][C:24]3[CH:25]=[CH:26][C:21]([O:20][CH3:19])=[CH:22][CH:23]=3)[CH:7]=2)[CH:13]=1. The yield is 0.610. (4) The reactants are [CH3:1][C:2]1[C:3]([N+:16]([O-:18])=[O:17])=[CH:4][C:5]([N+:13]([O-:15])=[O:14])=[C:6]([CH:12]=1)[C:7]([O:9][CH2:10][CH3:11])=[O:8].C[C:20]([N:22]([CH3:24])[CH3:23])=O. The catalyst is CN(C=O)C. The product is [CH3:20][N:22]([CH3:24])/[CH:23]=[CH:1]/[C:2]1[C:3]([N+:16]([O-:18])=[O:17])=[CH:4][C:5]([N+:13]([O-:15])=[O:14])=[C:6]([CH:12]=1)[C:7]([O:9][CH2:10][CH3:11])=[O:8]. The yield is 0.280. (5) The product is [ClH:43].[C:8]([S:11][CH:12]1[CH2:17][CH2:16][N:15]([CH:30]([C:36]2[CH:41]=[CH:40][CH:39]=[CH:38][C:37]=2[F:42])[C:31]([CH:33]2[CH2:34][CH2:35]2)=[O:32])[CH2:14]/[C:13]/1=[CH:18]\[C:19]1[N:20]=[N:21][N:22]([CH2:24][C:25]([O:27][CH3:28])=[O:26])[CH:23]=1)(=[O:10])[CH3:9]. The reactants are FC(F)(F)C(O)=O.[C:8]([S:11][CH:12]1[CH2:17][CH2:16][NH:15][CH2:14]/[C:13]/1=[CH:18]\[C:19]1[N:20]=[N:21][N:22]([CH2:24][C:25]([O:27][CH3:28])=[O:26])[CH:23]=1)(=[O:10])[CH3:9].Br[CH:30]([C:36]1[CH:41]=[CH:40][CH:39]=[CH:38][C:37]=1[F:42])[C:31]([CH:33]1[CH2:35][CH2:34]1)=[O:32].[ClH:43]. The yield is 0.560. The catalyst is C(N(CC)CC)C. (6) The reactants are [C:1]([C:4]1[CH:9]=[CH:8][C:7]([S:10]([NH2:13])(=[O:12])=[O:11])=[CH:6][CH:5]=1)(=[O:3])[CH3:2].[CH3:14][O:15][C:16]1[CH:23]=[C:22]([O:24][CH3:25])[C:21]([N:26]2[CH2:30][CH2:29][CH2:28][CH2:27]2)=[CH:20][C:17]=1[CH:18]=O.C[O-].[Li+]. The catalyst is CN(C)C=O.O. The product is [CH3:14][O:15][C:16]1[CH:23]=[C:22]([O:24][CH3:25])[C:21]([N:26]2[CH2:30][CH2:29][CH2:28][CH2:27]2)=[CH:20][C:17]=1/[CH:18]=[CH:2]/[C:1]([C:4]1[CH:5]=[CH:6][C:7]([S:10]([NH2:13])(=[O:11])=[O:12])=[CH:8][CH:9]=1)=[O:3]. The yield is 0.590. (7) The reactants are C[Al](C)C.[F:5][C:6]1[CH:7]=[C:8]([CH:11]=[CH:12][CH:13]=1)[CH2:9][NH2:10].C([O:16][C:17]([C:19]1[C:20]([S:34][CH2:35][CH3:36])=[N:21][C:22]2[C:27]([C:28]=1[OH:29])=[CH:26][CH:25]=[C:24]([C:30]([F:33])([F:32])[F:31])[CH:23]=2)=O)C.CCCCCC. The catalyst is C1(C)C=CC=CC=1.O. The product is [CH2:35]([S:34][C:20]1[C:19]([C:17]([NH:10][CH2:9][C:8]2[CH:11]=[CH:12][CH:13]=[C:6]([F:5])[CH:7]=2)=[O:16])=[C:28]([OH:29])[C:27]2[C:22](=[CH:23][C:24]([C:30]([F:33])([F:31])[F:32])=[CH:25][CH:26]=2)[N:21]=1)[CH3:36]. The yield is 0.730.